From a dataset of Peptide-MHC class I binding affinity with 185,985 pairs from IEDB/IMGT. Regression. Given a peptide amino acid sequence and an MHC pseudo amino acid sequence, predict their binding affinity value. This is MHC class I binding data. (1) The peptide sequence is TVLEFILQK. The MHC is HLA-B08:01 with pseudo-sequence HLA-B08:01. The binding affinity (normalized) is 0.0847. (2) The peptide sequence is LSSIKSKSR. The MHC is HLA-A11:01 with pseudo-sequence HLA-A11:01. The binding affinity (normalized) is 0.230. (3) The peptide sequence is ALIVAIWDK. The MHC is HLA-A02:03 with pseudo-sequence HLA-A02:03. The binding affinity (normalized) is 0. (4) The peptide sequence is SASDMQKFTI. The MHC is HLA-A02:02 with pseudo-sequence HLA-A02:02. The binding affinity (normalized) is 0.141. (5) The binding affinity (normalized) is 0.510. The peptide sequence is HPLARTAKV. The MHC is HLA-B51:01 with pseudo-sequence HLA-B51:01. (6) The peptide sequence is FLPSDYFPKV. The MHC is HLA-A02:05 with pseudo-sequence HLA-A02:05. The binding affinity (normalized) is 0.707. (7) The peptide sequence is SLVSYIKTT. The MHC is HLA-A02:01 with pseudo-sequence HLA-A02:01. The binding affinity (normalized) is 0.206. (8) The peptide sequence is ATYTGVFDK. The MHC is HLA-B40:01 with pseudo-sequence HLA-B40:01. The binding affinity (normalized) is 0.0847.